This data is from Reaction yield outcomes from USPTO patents with 853,638 reactions. The task is: Predict the reaction yield, written as a fraction of the theoretical maximum amount of product (1.0 means a 100% yield; for example, 0.34 means a 34% yield). (1) The reactants are [CH2:1]([C:5]1[S:9][C:8]([C:10]([O:12]CC)=O)=[N:7][N:6]=1)[CH2:2][C:3]#[CH:4].[CH3:15][O:16][CH2:17][CH2:18][NH2:19]. The catalyst is O. The product is [CH2:1]([C:5]1[S:9][C:8]([C:10]([NH:19][CH2:18][CH2:17][O:16][CH3:15])=[O:12])=[N:7][N:6]=1)[CH2:2][C:3]#[CH:4]. The yield is 0.910. (2) The reactants are Br[C:2]1[CH:3]=[CH:4][C:5]2[O:11][CH2:10][CH:9]3[CH2:12][N:13]([C:16]([O:18][C:19]([CH3:22])([CH3:21])[CH3:20])=[O:17])[CH2:14][CH2:15][N:8]3[C:7](=[O:23])[C:6]=2[CH:24]=1.[CH2:25]([NH:27][CH2:28][CH3:29])[CH3:26].CC(C)([O-])C.[Na+]. The catalyst is C1C=CC(/C=C/C(/C=C/C2C=CC=CC=2)=O)=CC=1.C1C=CC(/C=C/C(/C=C/C2C=CC=CC=2)=O)=CC=1.C1C=CC(/C=C/C(/C=C/C2C=CC=CC=2)=O)=CC=1.[Pd].[Pd].C1(P(C2CCCCC2)C2C=CC=CC=2C2C=CC=CC=2)CCCCC1.C1(C)C=CC=CC=1. The product is [CH2:25]([N:27]([CH2:28][CH3:29])[C:2]1[CH:3]=[CH:4][C:5]2[O:11][CH2:10][CH:9]3[CH2:12][N:13]([C:16]([O:18][C:19]([CH3:22])([CH3:21])[CH3:20])=[O:17])[CH2:14][CH2:15][N:8]3[C:7](=[O:23])[C:6]=2[CH:24]=1)[CH3:26]. The yield is 0.600. (3) The reactants are C(O[C:4](=[O:51])[CH2:5][C:6]([C@@H:8]1[CH2:13][CH2:12][CH2:11][N:10]([C:14](=[O:50])[C@@H:15]([NH:17][C:18]([C:20]2[N:24]3[C@:25]([CH3:49])([CH2:37][C:38]4[CH:43]=[CH:42][C:41]([O:44][C:45]([F:48])([F:47])[F:46])=[CH:40][CH:39]=4)[C:26](=[O:36])[N:27]([C:28]4[CH:33]=[C:32]([Cl:34])[CH:31]=[C:30]([Cl:35])[CH:29]=4)[C:23]3=[N:22][CH:21]=2)=[O:19])[CH3:16])[CH2:9]1)=O)C.[NH2:52][NH2:53]. The catalyst is C(O)C. The product is [Cl:34][C:32]1[CH:33]=[C:28]([N:27]2[C:26](=[O:36])[C@@:25]([CH3:49])([CH2:37][C:38]3[CH:39]=[CH:40][C:41]([O:44][C:45]([F:48])([F:47])[F:46])=[CH:42][CH:43]=3)[N:24]3[C:20]([C:18]([NH:17][CH:15]([CH3:16])[C:14]([N:10]4[CH2:11][CH2:12][CH2:13][C@@H:8]([C:6]5[NH:53][N:52]=[C:4]([OH:51])[CH:5]=5)[CH2:9]4)=[O:50])=[O:19])=[CH:21][N:22]=[C:23]23)[CH:29]=[C:30]([Cl:35])[CH:31]=1. The yield is 0.710. (4) The reactants are [CH2:1]([O:8][C:9](=[O:17])[CH2:10]P(OC)(OC)=O)[C:2]1[CH:7]=[CH:6][CH:5]=[CH:4][CH:3]=1.[Li+].[OH-].CC[O:22][C:23]([CH3:25])=[O:24].Cl.[CH2:27]1[CH2:31]OC[CH2:28]1. No catalyst specified. The product is [CH2:1]([O:8][C:9](=[O:17])[CH:10]=[C:27]1[CH2:31][CH:25]([C:23]([OH:22])=[O:24])[CH2:28]1)[C:2]1[CH:3]=[CH:4][CH:5]=[CH:6][CH:7]=1. The yield is 0.390. (5) The reactants are [NH2:1][C:2]1[C:11]2[C:6](=[C:7](Br)[CH:8]=[CH:9][CH:10]=2)[N:5]=[N:4][C:3]=1[C:13]([NH:15][CH2:16][CH2:17][CH3:18])=[O:14].[F:19][C:20]1[C:25]([O:26][CH3:27])=[CH:24][CH:23]=[CH:22][C:21]=1B(O)O. No catalyst specified. The product is [NH2:1][C:2]1[C:11]2[C:6](=[C:7]([C:21]3[CH:22]=[CH:23][CH:24]=[C:25]([O:26][CH3:27])[C:20]=3[F:19])[CH:8]=[CH:9][CH:10]=2)[N:5]=[N:4][C:3]=1[C:13]([NH:15][CH2:16][CH2:17][CH3:18])=[O:14]. The yield is 0.570. (6) The reactants are [Br:1][C:2]1[CH:3]=[CH:4][C:5]2[N:6]([CH2:16][CH:17]([OH:21])[C:18](O)=[O:19])[C:7]3[C:12]([C:13]=2[CH:14]=1)=[CH:11][C:10]([Br:15])=[CH:9][CH:8]=3.S(Cl)(Cl)=O.[CH3:26][O:27][C:28]1[CH:33]=[CH:32][CH:31]=[C:30]([NH2:34])[CH:29]=1.CCN(CC)CC. The catalyst is C(Cl)Cl. The product is [Br:15][C:10]1[CH:9]=[CH:8][C:7]2[N:6]([CH2:16][CH:17]([OH:21])[C:18]([NH:34][C:30]3[CH:31]=[CH:32][CH:33]=[C:28]([O:27][CH3:26])[CH:29]=3)=[O:19])[C:5]3[C:13]([C:12]=2[CH:11]=1)=[CH:14][C:2]([Br:1])=[CH:3][CH:4]=3. The yield is 0.480.